From a dataset of Forward reaction prediction with 1.9M reactions from USPTO patents (1976-2016). Predict the product of the given reaction. (1) Given the reactants [Cl:1][C:2]1[CH:7]=[CH:6][C:5]([CH:8]([NH:21][C:22]2[CH:27]=[C:26]([CH3:28])[C:25](=[O:29])[N:24]([CH3:30])[CH:23]=2)[C:9]2[C:10]([C:18]([OH:20])=O)=[N:11][N:12]([CH:15]3[CH2:17][CH2:16]3)[C:13]=2[CH3:14])=[CH:4][CH:3]=1, predict the reaction product. The product is: [Cl:1][C:2]1[CH:3]=[CH:4][C:5]([CH:8]2[C:9]3[C:10](=[N:11][N:12]([CH:15]4[CH2:17][CH2:16]4)[C:13]=3[CH3:14])[C:18](=[O:20])[N:21]2[C:22]2[CH:27]=[C:26]([CH3:28])[C:25](=[O:29])[N:24]([CH3:30])[CH:23]=2)=[CH:6][CH:7]=1. (2) Given the reactants [F:1][C:2]1[CH:7]=[CH:6][C:5]([C:8]2[O:29][C:11]3=[N:12][C:13]([N:22]([CH2:27]C)[S:23]([CH3:26])(=[O:25])=[O:24])=[C:14]([CH2:16][CH2:17][CH2:18][C:19](O)=[O:20])[CH:15]=[C:10]3[C:9]=2[C:30](=[O:33])[NH:31][CH3:32])=[CH:4][CH:3]=1.[CH3:34][O:35][C:36]([C@@H:38]1[CH2:42][CH2:41][CH2:40][NH:39]1)=[O:37].CN(C(ON1N=NC2C=CC=NC1=2)=[N+](C)C)C.F[P-](F)(F)(F)(F)F.CCN(C(C)C)C(C)C, predict the reaction product. The product is: [F:1][C:2]1[CH:7]=[CH:6][C:5]([C:8]2[O:29][C:11]3=[N:12][C:13]([N:22]([CH3:27])[S:23]([CH3:26])(=[O:24])=[O:25])=[C:14]([CH2:16][CH2:17][CH2:18][C:19]([N:39]4[CH2:40][CH2:41][CH2:42][C@H:38]4[C:36]([O:35][CH3:34])=[O:37])=[O:20])[CH:15]=[C:10]3[C:9]=2[C:30](=[O:33])[NH:31][CH3:32])=[CH:4][CH:3]=1. (3) Given the reactants [CH3:1][O:2][C:3]1[CH:8]=[CH:7][C:6]([C:9]2[CH:10]=[CH:11][C:12](=[O:15])[NH:13][N:14]=2)=[CH:5][CH:4]=1.Br[CH2:17][CH2:18][F:19].[Na+].[I-].C(=O)([O-])[O-].[Cs+].[Cs+], predict the reaction product. The product is: [F:19][CH2:18][CH2:17][N:13]1[C:12](=[O:15])[CH:11]=[CH:10][C:9]([C:6]2[CH:7]=[CH:8][C:3]([O:2][CH3:1])=[CH:4][CH:5]=2)=[N:14]1. (4) Given the reactants [C:1]([O:5][C:6](=[O:14])[NH:7][C@@H:8]1[CH2:12][CH2:11][NH:10][C:9]1=[O:13])([CH3:4])([CH3:3])[CH3:2].Br[CH2:16][C:17]1[CH:26]=[C:25]2[C:20]([CH:21]=[CH:22][N:23]=[C:24]2[Cl:27])=[CH:19][CH:18]=1, predict the reaction product. The product is: [C:1]([O:5][C:6](=[O:14])[NH:7][C@@H:8]1[CH2:12][CH2:11][N:10]([CH2:16][C:17]2[CH:26]=[C:25]3[C:20]([CH:21]=[CH:22][N:23]=[C:24]3[Cl:27])=[CH:19][CH:18]=2)[C:9]1=[O:13])([CH3:4])([CH3:2])[CH3:3]. (5) Given the reactants Cl[C:2]1[N:7]2[N:8]=[CH:9][C:10]([C:11]([O:13][CH2:14][CH3:15])=[O:12])=[C:6]2[N:5]=[CH:4][C:3]=1[C:16]([O:18][CH3:19])=[O:17].[CH3:20][C:21]1[CH:27]=[CH:26][C:24]([NH2:25])=[CH:23][CH:22]=1, predict the reaction product. The product is: [CH2:14]([O:13][C:11]([C:10]1[CH:9]=[N:8][N:7]2[C:2]([NH:25][C:24]3[CH:26]=[CH:27][C:21]([CH3:20])=[CH:22][CH:23]=3)=[C:3]([C:16]([O:18][CH3:19])=[O:17])[CH:4]=[N:5][C:6]=12)=[O:12])[CH3:15].